From a dataset of Forward reaction prediction with 1.9M reactions from USPTO patents (1976-2016). Predict the product of the given reaction. (1) Given the reactants F[C:2]1[C:11]([CH3:12])=[CH:10][C:5]([C:6]([O:8]C)=[O:7])=[CH:4][N:3]=1.Cl.[F:14][C:15]1([F:21])[CH2:20][CH2:19][NH:18][CH2:17][CH2:16]1.C(=O)([O-])[O-].[Cs+].[Cs+].[OH-].[Na+].Cl, predict the reaction product. The product is: [F:14][C:15]1([F:21])[CH2:20][CH2:19][N:18]([C:2]2[C:11]([CH3:12])=[CH:10][C:5]([C:6]([OH:8])=[O:7])=[CH:4][N:3]=2)[CH2:17][CH2:16]1. (2) Given the reactants [CH3:1][C:2]1[CH:3]=[CH:4][C:5]([NH2:8])=[N:6][CH:7]=1.O=[CH:10][C:11]1[CH:19]=[CH:18][C:16]([OH:17])=[C:13]([O:14][CH3:15])[CH:12]=1.[N+:20]([CH2:22][C:23]1[CH:32]=[CH:31][C:26]2[O:27][CH2:28][CH2:29][O:30][C:25]=2[CH:24]=1)#[C-:21], predict the reaction product. The product is: [O:27]1[CH2:28][CH2:29][O:30][C:25]2[CH:24]=[C:23]([CH2:22][NH:20][C:21]3[N:6]4[CH:7]=[C:2]([CH3:1])[CH:3]=[CH:4][C:5]4=[N:8][C:10]=3[C:11]3[CH:19]=[CH:18][C:16]([OH:17])=[C:13]([O:14][CH3:15])[CH:12]=3)[CH:32]=[CH:31][C:26]1=2. (3) Given the reactants [NH2:1][C:2]1([CH2:11][C:12]([O:14]CC)=O)[CH2:10][C:9]2[C:4](=[CH:5][CH:6]=[CH:7][CH:8]=2)[CH2:3]1.[CH2:17]([N:20]1[C:24]2[CH2:25][CH:26]([C:30]([O:32][CH2:33][CH3:34])=[O:31])[CH2:27][C:28](=O)[C:23]=2[N:22]=[C:21]1[CH3:35])[CH:18]=[CH2:19], predict the reaction product. The product is: [CH2:17]([N:20]1[C:24]2[CH2:25][CH:26]([C:30]([O:32][CH2:33][CH3:34])=[O:31])[C:27]3[C:12](=[O:14])[CH2:11][C:2]4([NH:1][C:28]=3[C:23]=2[N:22]=[C:21]1[CH3:35])[CH2:3][C:4]1[C:9](=[CH:8][CH:7]=[CH:6][CH:5]=1)[CH2:10]4)[CH:18]=[CH2:19]. (4) The product is: [Cl:1][C:2]1[CH:3]=[C:4]([CH:9]2[C:18]3[CH:17]=[CH:16][CH:15]=[CH:14][C:13]=3[C:12]3[N:28]=[C:26]([NH:25][CH:29]4[CH2:34][CH2:33][N:32]([C:35]([O:37][C:38]([CH3:41])([CH3:40])[CH3:39])=[O:36])[CH2:31][CH2:30]4)[N:27]=[CH:20][C:11]=3[CH2:10]2)[CH:5]=[CH:6][C:7]=1[Cl:8]. Given the reactants [Cl:1][C:2]1[CH:3]=[C:4]([CH:9]2[C:18]3[C:13](=[CH:14][CH:15]=[CH:16][CH:17]=3)[C:12](=O)[C:11](=[CH:20]N(C)C)[CH2:10]2)[CH:5]=[CH:6][C:7]=1[Cl:8].Cl.[NH:25]([CH:29]1[CH2:34][CH2:33][N:32]([C:35]([O:37][C:38]([CH3:41])([CH3:40])[CH3:39])=[O:36])[CH2:31][CH2:30]1)[C:26]([NH2:28])=[NH:27], predict the reaction product. (5) The product is: [Cl:1][C:2]1[N:7]=[C:6]([NH:8][CH2:9][C@H:10]2[CH2:14][CH2:13][CH2:12][NH:11]2)[C:5]([Cl:22])=[CH:4][N:3]=1. Given the reactants [Cl:1][C:2]1[N:7]=[C:6]([NH:8][CH2:9][C@H:10]2[CH2:14][CH2:13][CH2:12][N:11]2C(OC(C)(C)C)=O)[C:5]([Cl:22])=[CH:4][N:3]=1, predict the reaction product. (6) Given the reactants [CH3:1][O:2][C:3]1[CH:4]=[C:5](B(O)O)[CH:6]=[CH:7][C:8]=1[O:9][CH3:10].Br[C:15]1[O:19][C:18]([CH:20]=[O:21])=[CH:17][CH:16]=1.C([O-])([O-])=O.[Na+].[Na+], predict the reaction product. The product is: [CH3:1][O:2][C:3]1[CH:4]=[C:5]([C:15]2[O:19][C:18]([CH:20]=[O:21])=[CH:17][CH:16]=2)[CH:6]=[CH:7][C:8]=1[O:9][CH3:10]. (7) Given the reactants [Cl:1][C:2]1[N:10]=[C:9]2[C:5]([NH:6][CH:7]=[N:8]2)=[C:4](Cl)[N:3]=1.[NH2:12][C:13]1[CH:27]=[CH:26][C:16]([C:17]([NH:19][C:20]2[CH:25]=[CH:24][CH:23]=[CH:22][CH:21]=2)=[O:18])=[CH:15][CH:14]=1, predict the reaction product. The product is: [Cl:1][C:2]1[N:10]=[C:9]2[C:5]([N:6]=[CH:7][NH:8]2)=[C:4]([NH:12][C:13]2[CH:27]=[CH:26][C:16]([C:17]([NH:19][C:20]3[CH:25]=[CH:24][CH:23]=[CH:22][CH:21]=3)=[O:18])=[CH:15][CH:14]=2)[N:3]=1. (8) Given the reactants [CH3:1][O:2][C:3]1[CH:27]=[CH:26][C:6]2[N:7]=[C:8]([N:10]3[C:14](=[O:15])[CH:13]=[C:12]([C:16]4[CH:21]=[CH:20][CH:19]=[C:18]([C:22]([F:25])([F:24])[F:23])[CH:17]=4)[NH:11]3)[S:9][C:5]=2[CH:4]=1.CO[CH:30](OC)[N:31]([CH3:33])[CH3:32].C(OCC)C, predict the reaction product. The product is: [CH3:1][O:2][C:3]1[CH:27]=[CH:26][C:6]2[N:7]=[C:8]([N:10]3[C:14](=[O:15])[C:13](=[CH:30][N:31]([CH3:33])[CH3:32])[C:12]([C:16]4[CH:21]=[CH:20][CH:19]=[C:18]([C:22]([F:25])([F:23])[F:24])[CH:17]=4)=[N:11]3)[S:9][C:5]=2[CH:4]=1. (9) Given the reactants Cl.Cl.[CH2:3]1[C:12]2[C:7](=[CH:8][CH:9]=[N:10][CH:11]=2)[CH2:6][CH2:5][NH:4]1.F[C:14]1[CH:19]=[CH:18][C:17]([N+:20]([O-:22])=[O:21])=[CH:16][C:15]=1[CH3:23].C(N(CC)C(C)C)(C)C.O.[Cl-].[Na+].O, predict the reaction product. The product is: [CH3:23][C:15]1[CH:16]=[C:17]([N+:20]([O-:22])=[O:21])[CH:18]=[CH:19][C:14]=1[N:10]1[CH2:9][CH2:8][C:7]2[C:12](=[CH:3][N:4]=[CH:5][CH:6]=2)[CH2:11]1. (10) Given the reactants [CH2:1]([O:5][C:6]1[C:15]2[C:10](=[CH:11][C:12]([Cl:17])=[C:13]([Cl:16])[CH:14]=2)[C:9](=[O:18])[N:8]([CH2:19][CH2:20]C(O)=O)[C:7]=1[CH2:24][N:25]1[C:33](=[O:34])[C:32]2[C:27](=[CH:28][CH:29]=[CH:30][CH:31]=2)[C:26]1=[O:35])[CH2:2][CH2:3][CH3:4].C1(P(N=[N+]=[N-])(C2C=CC=CC=2)=O)C=CC=CC=1.C([N:55]([CH2:58]C)CC)C.[OH2:60].CN(C)[CH:63]=[O:64], predict the reaction product. The product is: [CH2:1]([O:5][C:6]1[C:15]2[C:10](=[CH:11][C:12]([Cl:17])=[C:13]([Cl:16])[CH:14]=2)[C:9](=[O:18])[N:8]([CH2:19][CH2:20][NH:55][C:58](=[O:60])[O:64][CH3:63])[C:7]=1[CH2:24][N:25]1[C:26](=[O:35])[C:27]2[C:32](=[CH:31][CH:30]=[CH:29][CH:28]=2)[C:33]1=[O:34])[CH2:2][CH2:3][CH3:4].